This data is from Catalyst prediction with 721,799 reactions and 888 catalyst types from USPTO. The task is: Predict which catalyst facilitates the given reaction. (1) Reactant: [CH3:1][O:2][C:3]1[CH:8]=[CH:7][C:6]([C@@H:9]([NH:11][C:12]([C:14]2[CH:15]=[C:16]3[C:20](=[CH:21][CH:22]=2)[N:19]([CH2:23][C:24]2[CH:29]=[CH:28][C:27]([C:30]4[C:31]([C:36]([O:38]C(C)(C)C)=[O:37])=[CH:32][CH:33]=[CH:34][CH:35]=4)=[CH:26][CH:25]=2)[C:18]([CH3:43])=[C:17]3[CH3:44])=[O:13])[CH3:10])=[CH:5][CH:4]=1.N1C(C)=CC=CC=1C.[Si](OS(C(F)(F)F)(=O)=O)(CC)(CC)CC. Product: [CH3:1][O:2][C:3]1[CH:8]=[CH:7][C:6]([C@@H:9]([NH:11][C:12]([C:14]2[CH:15]=[C:16]3[C:20](=[CH:21][CH:22]=2)[N:19]([CH2:23][C:24]2[CH:29]=[CH:28][C:27]([C:30]4[C:31]([C:36]([OH:38])=[O:37])=[CH:32][CH:33]=[CH:34][CH:35]=4)=[CH:26][CH:25]=2)[C:18]([CH3:43])=[C:17]3[CH3:44])=[O:13])[CH3:10])=[CH:5][CH:4]=1. The catalyst class is: 2. (2) The catalyst class is: 2. Product: [CH3:23][S:24]([O:15][CH2:14][CH2:13][C:3]1[N:4]=[C:5]([C:7]2[CH:12]=[CH:11][CH:10]=[CH:9][CH:8]=2)[O:6][C:2]=1[CH3:1])(=[O:26])=[O:25]. Reactant: [CH3:1][C:2]1[O:6][C:5]([C:7]2[CH:12]=[CH:11][CH:10]=[CH:9][CH:8]=2)=[N:4][C:3]=1[CH2:13][CH2:14][OH:15].C(N(CC)CC)C.[CH3:23][S:24](Cl)(=[O:26])=[O:25]. (3) Product: [C:2]1([NH:1][C:9]2[CH:17]=[CH:16][CH:15]=[C:14]3[C:10]=2[CH:11]=[CH:12][N:13]3[Si:18]([CH:22]([CH3:24])[CH3:23])([CH:25]([CH3:27])[CH3:26])[CH:19]([CH3:20])[CH3:21])[CH:7]=[CH:6][CH:5]=[CH:4][CH:3]=1. Reactant: [NH2:1][C:2]1[CH:7]=[CH:6][CH:5]=[CH:4][CH:3]=1.Br[C:9]1[CH:17]=[CH:16][CH:15]=[C:14]2[C:10]=1[CH:11]=[CH:12][N:13]2[Si:18]([CH:25]([CH3:27])[CH3:26])([CH:22]([CH3:24])[CH3:23])[CH:19]([CH3:21])[CH3:20].C([O-])([O-])=O.[K+].[K+]. The catalyst class is: 218. (4) Reactant: [Cl:1][C:2]1[C:3]([CH3:10])=[C:4](C)[C:5]([OH:8])=[CH:6][CH:7]=1.C(N([CH2:18][CH3:19])C(C)C)(C)C.Cl[CH2:21][O:22]C. Product: [Cl:1][C:2]1[CH:7]=[CH:6][C:5]([O:8][CH2:19][CH2:18][O:22][CH3:21])=[CH:4][C:3]=1[CH3:10]. The catalyst class is: 1. (5) Reactant: [CH3:1][C:2]1[C:6]([C:7]([C:9]2[S:10][CH:11]=[CH:12][CH:13]=2)=[O:8])=[N:5][O:4][N+:3]=1[O-:14].C1C(=O)N([Br:22])C(=O)C1.CC(N=NC(C#N)(C)C)(C#N)C. Product: [Br:22][CH2:1][C:2]1[C:6]([C:7]([C:9]2[S:10][CH:11]=[CH:12][CH:13]=2)=[O:8])=[N:5][O:4][N+:3]=1[O-:14]. The catalyst class is: 53. (6) Reactant: [CH3:1][O:2][C:3]1[CH:8]=[C:7]([CH2:9][C@@H:10]([C:12]([O:14][CH2:15][CH3:16])=[O:13])[NH2:11])[CH:6]=[CH:5][N:4]=1.[CH3:17][C:18]([O:21][C:22]([NH:24][CH2:25][C:26](O)=[O:27])=[O:23])([CH3:20])[CH3:19].CN(C(ON1N=NC2C=CC=NC1=2)=[N+](C)C)C.F[P-](F)(F)(F)(F)F.C(N(CC)C(C)C)(C)C. Product: [C:18]([O:21][C:22]([NH:24][CH2:25][C:26]([NH:11][C@H:10]([C:12]([O:14][CH2:15][CH3:16])=[O:13])[CH2:9][C:7]1[CH:6]=[CH:5][N:4]=[C:3]([O:2][CH3:1])[CH:8]=1)=[O:27])=[O:23])([CH3:20])([CH3:19])[CH3:17]. The catalyst class is: 18. (7) Reactant: [CH2:1]1[C:10]2[C:5](=[CH:6][C:7]([C:11](=[O:13])[CH3:12])=[CH:8][CH:9]=2)[CH2:4][CH2:3][NH:2]1.Br[CH2:15][C:16]1[CH:21]=[CH:20][C:19]([O:22][CH2:23][CH:24]2[CH2:26][CH2:25]2)=[CH:18][CH:17]=1.C([O-])([O-])=O.[K+].[K+]. Product: [CH:24]1([CH2:23][O:22][C:19]2[CH:18]=[CH:17][C:16]([CH2:15][N:2]3[CH2:3][CH2:4][C:5]4[C:10](=[CH:9][CH:8]=[C:7]([C:11](=[O:13])[CH3:12])[CH:6]=4)[CH2:1]3)=[CH:21][CH:20]=2)[CH2:25][CH2:26]1. The catalyst class is: 18. (8) Reactant: [C:1]([O:5][C:6]([N:8]1[C@H:13]([CH2:14][N:15]([C:25]([O:27][CH2:28][C:29]2[CH:34]=[CH:33][CH:32]=[CH:31][CH:30]=2)=[O:26])[C@H:16]([C:18]([O:20][C:21]([CH3:24])([CH3:23])[CH3:22])=[O:19])[CH3:17])[CH2:12][O:11][CH2:10][C@@H:9]1[CH2:35][CH:36]=[CH2:37])=[O:7])([CH3:4])([CH3:3])[CH3:2].C12BC(CCC1)CCC2.CO.B1([O-])O[O:50]1.O.O.O.O.[Na+]. Product: [C:1]([O:5][C:6]([N:8]1[C@@H:9]([CH2:35][CH2:36][CH2:37][OH:50])[CH2:10][O:11][CH2:12][C@H:13]1[CH2:14][N:15]([C:25]([O:27][CH2:28][C:29]1[CH:34]=[CH:33][CH:32]=[CH:31][CH:30]=1)=[O:26])[C@H:16]([C:18]([O:20][C:21]([CH3:24])([CH3:23])[CH3:22])=[O:19])[CH3:17])=[O:7])([CH3:2])([CH3:3])[CH3:4]. The catalyst class is: 30.